From a dataset of Reaction yield outcomes from USPTO patents with 853,638 reactions. Predict the reaction yield, written as a fraction of the theoretical maximum amount of product (1.0 means a 100% yield; for example, 0.34 means a 34% yield). (1) The reactants are [CH3:1][S:2]([O-:4])=[O:3].[Na+].Cl[CH:7]([CH3:13])[C:8]([O:10][CH2:11][CH3:12])=[O:9]. The catalyst is C(O)C. The product is [CH3:1][S:2]([CH:7]([CH3:13])[C:8]([O:10][CH2:11][CH3:12])=[O:9])(=[O:4])=[O:3]. The yield is 0.730. (2) The reactants are [CH3:1][N:2]([CH3:32])[C:3]([C:5]1[N:26]([CH:27]2[CH2:31][CH2:30][CH2:29][CH2:28]2)[C:8]2[N:9]=[C:10]([NH:13][C:14]3[CH:19]=[CH:18][C:17]([N:20]4[CH2:25][CH2:24][NH:23][CH2:22][CH2:21]4)=[CH:16][N:15]=3)[N:11]=[CH:12][C:7]=2[CH:6]=1)=[O:4].Br[CH2:34][CH2:35][O:36][CH:37]([CH3:39])[CH3:38]. No catalyst specified. The product is [CH3:1][N:2]([CH3:32])[C:3]([C:5]1[N:26]([CH:27]2[CH2:31][CH2:30][CH2:29][CH2:28]2)[C:8]2[N:9]=[C:10]([NH:13][C:14]3[CH:19]=[CH:18][C:17]([N:20]4[CH2:21][CH2:22][N:23]([CH2:34][CH2:35][O:36][CH:37]([CH3:39])[CH3:38])[CH2:24][CH2:25]4)=[CH:16][N:15]=3)[N:11]=[CH:12][C:7]=2[CH:6]=1)=[O:4]. The yield is 0.860. (3) The reactants are [CH3:1][O:2][CH2:3][CH2:4][O:5][CH2:6][CH2:7][O:8][CH2:9][CH2:10]O.C1C(=O)N([O:19][C:20]([O:22][N:23]2[C:28](=[O:29])[CH2:27][CH2:26][C:24]2=[O:25])=[O:21])C(=O)C1.C(N(CC)CC)C.C(OCC)(=O)C. The catalyst is C(#N)C. The product is [CH3:1][O:2][CH2:3][CH2:4][O:5][CH2:6][CH2:7][O:8][CH2:9][CH2:10][O:19][C:20](=[O:21])[O:22][N:23]1[C:24](=[O:25])[CH2:26][CH2:27][C:28]1=[O:29]. The yield is 0.200. (4) The reactants are [F:1][C:2]1[CH:21]=[C:20](I)[CH:19]=[CH:18][C:3]=1[NH:4][C:5]1[C:6]([C:12]([NH:14][CH2:15][CH2:16][OH:17])=[O:13])=[CH:7][NH:8][C:9](=[O:11])[CH:10]=1.[Si:23]([C:27]#[CH:28])([CH3:26])([CH3:25])[CH3:24]. The catalyst is C1COCC1.CN(C=O)C.[Cu]I.Cl[Pd](Cl)([P](C1C=CC=CC=1)(C1C=CC=CC=1)C1C=CC=CC=1)[P](C1C=CC=CC=1)(C1C=CC=CC=1)C1C=CC=CC=1. The product is [F:1][C:2]1[CH:21]=[C:20]([C:28]#[C:27][Si:23]([CH3:26])([CH3:25])[CH3:24])[CH:19]=[CH:18][C:3]=1[NH:4][C:5]1[C:6]([C:12]([NH:14][CH2:15][CH2:16][OH:17])=[O:13])=[CH:7][NH:8][C:9](=[O:11])[CH:10]=1. The yield is 0.720. (5) The reactants are [Br:1][C:2]1[C:10]2[C:6](=[CH:7][N:8]([CH3:11])[N:9]=2)[CH:5]=[CH:4][CH:3]=1.C([N-]C(C)C)(C)C.[Li+].C1COCC1.CCCCCCC.C(C1C=CC=CC=1)C.Cl[C:41]([O:43][CH3:44])=[O:42]. No catalyst specified. The product is [CH3:44][O:43][C:41]([C:7]1[N:8]([CH3:11])[N:9]=[C:10]2[C:6]=1[CH:5]=[CH:4][CH:3]=[C:2]2[Br:1])=[O:42]. The yield is 0.790.